This data is from Forward reaction prediction with 1.9M reactions from USPTO patents (1976-2016). The task is: Predict the product of the given reaction. (1) Given the reactants [Cl:1][C:2]1[CH:3]=[C:4]([CH:29]=[C:30]([Cl:32])[CH:31]=1)[C:5]([NH:7][C:8]1[CH:20]=[C:19]([CH2:21][CH2:22][C:23]2[CH:28]=[CH:27][CH:26]=[CH:25][CH:24]=2)[CH:18]=[CH:17][C:9]=1[C:10]([O:12]C(C)(C)C)=[O:11])=[O:6], predict the reaction product. The product is: [Cl:1][C:2]1[CH:3]=[C:4]([CH:29]=[C:30]([Cl:32])[CH:31]=1)[C:5]([NH:7][C:8]1[CH:20]=[C:19]([CH2:21][CH2:22][C:23]2[CH:28]=[CH:27][CH:26]=[CH:25][CH:24]=2)[CH:18]=[CH:17][C:9]=1[C:10]([OH:12])=[O:11])=[O:6]. (2) Given the reactants [C:1]1([C:7]2[CH:14]=[CH:13][C:10]([CH2:11][NH2:12])=[CH:9][CH:8]=2)[CH:6]=[CH:5][CH:4]=[CH:3][CH:2]=1.F[C:16]1[CH:24]=[N:23][CH:22]=[CH:21][C:17]=1[C:18]([OH:20])=[O:19], predict the reaction product. The product is: [C:7]1([C:1]2[CH:2]=[CH:3][CH:4]=[CH:5][CH:6]=2)[CH:8]=[CH:9][C:10]([CH2:11][NH:12][C:21]2[CH:22]=[N:23][CH:24]=[CH:16][C:17]=2[C:18]([OH:20])=[O:19])=[CH:13][CH:14]=1. (3) The product is: [F:13][C:10]1[CH:11]=[CH:12][C:7]([CH:6]2[CH2:5][CH2:4][CH2:3][CH2:2][N:15]3[N:16]=[C:17]([NH:19][C:20]4[CH:25]=[CH:24][C:23]([C:26]5[CH:31]=[C:30]([CH3:32])[N:29]=[N:28][CH:27]=5)=[C:22]([O:33][CH3:34])[CH:21]=4)[N:18]=[C:14]23)=[CH:8][CH:9]=1. Given the reactants Cl[CH2:2][CH2:3][CH2:4][CH2:5][CH:6]([C:14]1[N:18]=[C:17]([NH:19][C:20]2[CH:25]=[CH:24][C:23]([C:26]3[CH:31]=[C:30]([CH3:32])[N:29]=[N:28][CH:27]=3)=[C:22]([O:33][CH3:34])[CH:21]=2)[NH:16][N:15]=1)[C:7]1[CH:12]=[CH:11][C:10]([F:13])=[CH:9][CH:8]=1.C(=O)([O-])[O-].[K+].[K+].[I-].[K+], predict the reaction product. (4) Given the reactants [N+:1]([C:4]1[CH:5]=[C:6]([CH:12]=[CH:13][CH:14]=1)[CH:7]=[CH:8][C:9](O)=[O:10])([O-:3])=[O:2].C(Cl)(=O)C([Cl:18])=O, predict the reaction product. The product is: [N+:1]([C:4]1[CH:5]=[C:6]([CH:12]=[CH:13][CH:14]=1)[CH:7]=[CH:8][C:9]([Cl:18])=[O:10])([O-:3])=[O:2].